Dataset: NCI-60 drug combinations with 297,098 pairs across 59 cell lines. Task: Regression. Given two drug SMILES strings and cell line genomic features, predict the synergy score measuring deviation from expected non-interaction effect. (1) Drug 1: CCC(=C(C1=CC=CC=C1)C2=CC=C(C=C2)OCCN(C)C)C3=CC=CC=C3.C(C(=O)O)C(CC(=O)O)(C(=O)O)O. Drug 2: CC1=C(C=C(C=C1)NC(=O)C2=CC=C(C=C2)CN3CCN(CC3)C)NC4=NC=CC(=N4)C5=CN=CC=C5. Cell line: UACC-257. Synergy scores: CSS=2.68, Synergy_ZIP=-1.62, Synergy_Bliss=-0.0757, Synergy_Loewe=-1.08, Synergy_HSA=-0.0590. (2) Drug 1: CC1=CC2C(CCC3(C2CCC3(C(=O)C)OC(=O)C)C)C4(C1=CC(=O)CC4)C. Drug 2: CCN(CC)CCNC(=O)C1=C(NC(=C1C)C=C2C3=C(C=CC(=C3)F)NC2=O)C. Cell line: RXF 393. Synergy scores: CSS=-5.33, Synergy_ZIP=2.24, Synergy_Bliss=1.02, Synergy_Loewe=-2.22, Synergy_HSA=-3.30. (3) Drug 1: COC1=C2C(=CC3=C1OC=C3)C=CC(=O)O2. Drug 2: CC1C(C(CC(O1)OC2CC(CC3=C2C(=C4C(=C3O)C(=O)C5=CC=CC=C5C4=O)O)(C(=O)C)O)N)O. Cell line: SW-620. Synergy scores: CSS=34.1, Synergy_ZIP=-2.36, Synergy_Bliss=-4.81, Synergy_Loewe=-26.5, Synergy_HSA=-2.71. (4) Drug 1: C1=CC(=CC=C1CCCC(=O)O)N(CCCl)CCCl. Drug 2: C1=CC=C(C(=C1)C(C2=CC=C(C=C2)Cl)C(Cl)Cl)Cl. Cell line: T-47D. Synergy scores: CSS=30.3, Synergy_ZIP=-6.95, Synergy_Bliss=1.01, Synergy_Loewe=-0.531, Synergy_HSA=1.88. (5) Drug 1: C1CCN(CC1)CCOC2=CC=C(C=C2)C(=O)C3=C(SC4=C3C=CC(=C4)O)C5=CC=C(C=C5)O. Drug 2: CC1=C(C(=CC=C1)Cl)NC(=O)C2=CN=C(S2)NC3=CC(=NC(=N3)C)N4CCN(CC4)CCO. Cell line: UACC62. Synergy scores: CSS=7.49, Synergy_ZIP=-0.726, Synergy_Bliss=0.300, Synergy_Loewe=-6.96, Synergy_HSA=-1.56. (6) Drug 2: CCC(=C(C1=CC=CC=C1)C2=CC=C(C=C2)OCCN(C)C)C3=CC=CC=C3.C(C(=O)O)C(CC(=O)O)(C(=O)O)O. Cell line: U251. Drug 1: C1=CN(C(=O)N=C1N)C2C(C(C(O2)CO)O)O.Cl. Synergy scores: CSS=19.8, Synergy_ZIP=0.381, Synergy_Bliss=4.25, Synergy_Loewe=-39.5, Synergy_HSA=-3.57.